This data is from Full USPTO retrosynthesis dataset with 1.9M reactions from patents (1976-2016). The task is: Predict the reactants needed to synthesize the given product. (1) Given the product [CH:24]12[CH2:29][CH:27]([NH:26][CH2:25]1)[CH2:28][N:23]2[C:4]1[N:5]=[C:6]([C:8]2[CH:13]=[CH:12][N:11]=[C:10]([NH:14][C@H:15]([C:17]3[CH:22]=[CH:21][CH:20]=[CH:19][CH:18]=3)[CH3:16])[CH:9]=2)[CH:7]=[C:2]([CH3:1])[N:3]=1, predict the reactants needed to synthesize it. The reactants are: [CH3:1][C:2]1[CH:7]=[C:6]([C:8]2[CH:13]=[CH:12][N:11]=[C:10]([NH:14][C@H:15]([C:17]3[CH:22]=[CH:21][CH:20]=[CH:19][CH:18]=3)[CH3:16])[CH:9]=2)[N:5]=[C:4]([N:23]2[CH2:28][CH:27]3[CH2:29][CH:24]2[CH2:25][N:26]3C(OC(C)(C)C)=O)[N:3]=1.Cl. (2) Given the product [ClH:26].[ClH:26].[NH2:8][C@@H:12]([CH2:13][N:14]([CH:21]([CH3:23])[CH3:22])[C:15]1[CH:20]=[CH:19][CH:18]=[CH:17][CH:16]=1)[CH2:11][OH:10], predict the reactants needed to synthesize it. The reactants are: C(OC([N:8]1[C@@H:12]([CH2:13][N:14]([CH:21]([CH3:23])[CH3:22])[C:15]2[CH:20]=[CH:19][CH:18]=[CH:17][CH:16]=2)[CH2:11][O:10]C1(C)C)=O)(C)(C)C.[ClH:26]. (3) Given the product [Br:1][C:2]1[C:3]([CH2:9][Br:10])=[N:4][C:5]([F:8])=[CH:6][CH:7]=1, predict the reactants needed to synthesize it. The reactants are: [Br:1][C:2]1[C:3]([CH3:9])=[N:4][C:5]([F:8])=[CH:6][CH:7]=1.[Br:10]N1C(=O)CCC1=O.O. (4) Given the product [CH:1]([N:14]1[C:22]2[C:17](=[CH:18][C:19]([Cl:23])=[CH:20][CH:21]=2)[C:16]([CH2:24][CH2:25][O:26][C:27]2[CH:28]=[CH:29][C:30]([C:31]([OH:33])=[O:32])=[CH:35][CH:36]=2)=[C:15]1[CH2:37][CH2:38][NH:39][S:40]([CH2:43][S:53][C:47]1[CH:48]=[CH:49][C:50]([Cl:52])=[CH:51][C:46]=1[Cl:45])(=[O:42])=[O:41])([C:8]1[CH:9]=[CH:10][CH:11]=[CH:12][CH:13]=1)[C:2]1[CH:7]=[CH:6][CH:5]=[CH:4][CH:3]=1, predict the reactants needed to synthesize it. The reactants are: [CH:1]([N:14]1[C:22]2[C:17](=[CH:18][C:19]([Cl:23])=[CH:20][CH:21]=2)[C:16]([CH2:24][CH2:25][O:26][C:27]2[CH:36]=[CH:35][C:30]([C:31]([O:33]C)=[O:32])=[CH:29][CH:28]=2)=[C:15]1[CH2:37][CH2:38][NH:39][S:40]([CH2:43]Cl)(=[O:42])=[O:41])([C:8]1[CH:13]=[CH:12][CH:11]=[CH:10][CH:9]=1)[C:2]1[CH:7]=[CH:6][CH:5]=[CH:4][CH:3]=1.[Cl:45][C:46]1[CH:51]=[C:50]([Cl:52])[CH:49]=[CH:48][C:47]=1[SH:53]. (5) Given the product [C:1]([C:4]1[CH:5]=[C:6]([CH:30]=[CH:31][CH:32]=1)[CH2:7][C@H:8]1[CH2:13][C@H:12]2[C@H:14]3[C@H:23]([CH2:24][CH2:25][C@:10]2([CH3:11])[C@H:9]1[OH:29])[C:22]1[CH:21]=[CH:20][C:19]([C:26]([OH:28])=[O:27])=[CH:18][C:17]=1[CH2:16][CH2:15]3)(=[O:3])[NH2:2], predict the reactants needed to synthesize it. The reactants are: [C:1]([C:4]1[CH:5]=[C:6]([CH:30]=[CH:31][CH:32]=1)/[CH:7]=[C:8]1/[C@H:9]([OH:29])[C@:10]2([CH2:25][CH2:24][C@H:23]3[C@@H:14]([CH2:15][CH2:16][C:17]4[CH:18]=[C:19]([C:26]([OH:28])=[O:27])[CH:20]=[CH:21][C:22]=43)[C@@H:12]2[CH2:13]/1)[CH3:11])(=[O:3])[NH2:2]. (6) Given the product [CH3:1][N:2]1[CH2:7][CH2:6][N:5]([C:8]([CH:37]2[CH2:36][CH2:35][N:34]([C:31]3[CH:30]=[CH:29][C:28]([N+:25]([O-:27])=[O:26])=[CH:33][CH:32]=3)[CH2:39][CH2:38]2)=[O:9])[CH2:4][CH2:3]1.[CH3:1][N:2]1[CH2:3][CH2:4][N:5]([C:8]([CH:10]2[CH2:15][CH2:14][CH2:13][N:12]([C:16]3[CH:21]=[CH:20][C:19]([N+:22]([O-:24])=[O:23])=[CH:18][CH:17]=3)[CH2:11]2)=[O:9])[CH2:6][CH2:7]1, predict the reactants needed to synthesize it. The reactants are: [CH3:1][N:2]1[CH2:7][CH2:6][N:5]([C:8]([CH:10]2[CH2:15][CH2:14][CH2:13][N:12]([C:16]3[CH:21]=[CH:20][C:19]([N+:22]([O-:24])=[O:23])=[CH:18][CH:17]=3)[CH2:11]2)=[O:9])[CH2:4][CH2:3]1.[N+:25]([C:28]1[CH:33]=[CH:32][C:31]([N:34]2[CH2:39][CH2:38][CH2:37][CH:36](C(O)=O)[CH2:35]2)=[CH:30][CH:29]=1)([O-:27])=[O:26]. (7) Given the product [F:1][C:2]1[CH:3]=[CH:4][C:5]([O:19][CH2:20][C:21]([N:27]([CH:24]([CH3:26])[CH3:25])[NH:28][C:29]([C:31]2[CH:35]=[CH:34][O:33][CH:32]=2)=[O:30])=[O:23])=[C:6]([C:8]2[CH:13]=[CH:12][CH:11]=[CH:10][C:9]=2[O:14][C:15]([F:16])([F:18])[F:17])[CH:7]=1, predict the reactants needed to synthesize it. The reactants are: [F:1][C:2]1[CH:3]=[CH:4][C:5]([O:19][CH2:20][C:21]([OH:23])=O)=[C:6]([C:8]2[CH:13]=[CH:12][CH:11]=[CH:10][C:9]=2[O:14][C:15]([F:18])([F:17])[F:16])[CH:7]=1.[CH:24]([NH:27][NH:28][C:29]([C:31]1[CH:35]=[CH:34][O:33][CH:32]=1)=[O:30])([CH3:26])[CH3:25].C(NC(C)C)(C)C.C1CN([P+](Br)(N2CCCC2)N2CCCC2)CC1.F[P-](F)(F)(F)(F)F. (8) Given the product [CH3:33][N:27]1[C:24]2[C:25](=[O:26])[N:20]([CH2:19][CH2:18][O:17][C:14]3[CH:15]=[CH:16][C:11]([O:10][C:6]4([C:4]([OH:5])=[O:3])[CH2:9][CH2:8][CH2:7]4)=[CH:12][CH:13]=3)[C:21]([CH3:34])=[N:22][C:23]=2[C:29]([CH2:30][CH2:31][CH3:32])=[N:28]1, predict the reactants needed to synthesize it. The reactants are: C([O:3][C:4]([C:6]1([O:10][C:11]2[CH:16]=[CH:15][C:14]([O:17][CH2:18][CH2:19][N:20]3[C:25](=[O:26])[C:24]4[N:27]([CH3:33])[N:28]=[C:29]([CH2:30][CH2:31][CH3:32])[C:23]=4[N:22]=[C:21]3[CH3:34])=[CH:13][CH:12]=2)[CH2:9][CH2:8][CH2:7]1)=[O:5])C.O.C(=O)([O-])[O-].[Na+].[Na+].